The task is: Predict the reactants needed to synthesize the given product.. This data is from Full USPTO retrosynthesis dataset with 1.9M reactions from patents (1976-2016). Given the product [CH3:8][S:9]([C:12]1[CH:13]=[C:14]([C:18]2[S:26][C:25]3[C:24]([N:27]4[CH2:32][CH2:31][O:30][CH2:29][CH2:28]4)=[N:23][C:22]([C:33]4[CH:34]=[CH:35][C:36]([NH:39][C:6]([NH2:5])=[O:7])=[N:37][CH:38]=4)=[N:21][C:20]=3[CH:19]=2)[CH:15]=[CH:16][CH:17]=1)(=[O:11])=[O:10], predict the reactants needed to synthesize it. The reactants are: ClS([N:5]=[C:6]=[O:7])(=O)=O.[CH3:8][S:9]([C:12]1[CH:13]=[C:14]([C:18]2[S:26][C:25]3[C:24]([N:27]4[CH2:32][CH2:31][O:30][CH2:29][CH2:28]4)=[N:23][C:22]([C:33]4[CH:34]=[CH:35][C:36]([NH2:39])=[N:37][CH:38]=4)=[N:21][C:20]=3[CH:19]=2)[CH:15]=[CH:16][CH:17]=1)(=[O:11])=[O:10].